Dataset: Full USPTO retrosynthesis dataset with 1.9M reactions from patents (1976-2016). Task: Predict the reactants needed to synthesize the given product. (1) Given the product [CH:1]1([C:7]([C:9]2[CH:10]([C:27]3[CH:28]=[CH:29][C:30]([C:31]#[N:32])=[CH:33][CH:34]=3)[N:11]([CH2:38][CH2:39][N:40]([CH2:43][CH3:44])[CH2:41][CH3:42])[C:12](=[O:26])[N:13]([C:16]3[CH:21]=[CH:20][CH:19]=[C:18]([C:22]([F:25])([F:23])[F:24])[CH:17]=3)[C:14]=2[CH3:15])=[O:8])[CH2:6][CH2:5][CH2:4][CH2:3][CH2:2]1, predict the reactants needed to synthesize it. The reactants are: [CH:1]1([C:7]([C:9]2[CH:10]([C:27]3[CH:34]=[CH:33][C:30]([C:31]#[N:32])=[CH:29][CH:28]=3)[NH:11][C:12](=[O:26])[N:13]([C:16]3[CH:21]=[CH:20][CH:19]=[C:18]([C:22]([F:25])([F:24])[F:23])[CH:17]=3)[C:14]=2[CH3:15])=[O:8])[CH2:6][CH2:5][CH2:4][CH2:3][CH2:2]1.[H-].[Na+].Br[CH2:38][CH2:39][N:40]([CH2:43][CH3:44])[CH2:41][CH3:42]. (2) Given the product [F:28][C:29]1[N:30]=[CH:31][C:32]([C:6]([N:8]2[CH2:13][CH2:12][CH2:11][C@H:10]([C:14]3[N:18]=[C:17]([C:19]4[NH:20][CH:21]=[C:22]([CH:24]([CH3:25])[CH3:26])[CH:23]=4)[O:16][N:15]=3)[CH2:9]2)=[O:7])=[CH:36][CH:37]=1, predict the reactants needed to synthesize it. The reactants are: C(O[C:6]([N:8]1[CH2:13][CH2:12][CH2:11][C@H:10]([C:14]2[N:18]=[C:17]([C:19]3[NH:20][CH:21]=[C:22]([CH:24]([CH3:26])[CH3:25])[CH:23]=3)[O:16][N:15]=2)[CH2:9]1)=[O:7])(C)(C)C.Cl.[F:28][C:29]1[CH:37]=[CH:36][C:32](C(O)=O)=[CH:31][N:30]=1.C1C=NC2N(O)N=NC=2C=1.CCN=C=NCCCN(C)C.Cl.C(N(CC)CC)C. (3) The reactants are: [C:1]([O:5][C:6]([NH:8][C@@H:9]([CH3:16])[C:10]([N:12]([O:14][CH3:15])[CH3:13])=[O:11])=[O:7])([CH3:4])([CH3:3])[CH3:2].C(N[C@@H](C(O)=O)C)(OC(C)(C)C)=O. Given the product [C:1]([O:5][C:6]([NH:8][C@H:9]([CH3:16])[C:10]([N:12]([O:14][CH3:15])[CH3:13])=[O:11])=[O:7])([CH3:4])([CH3:3])[CH3:2], predict the reactants needed to synthesize it. (4) Given the product [CH2:28]([O:30][C:31](=[O:48])[CH2:32][C:33]1[CH:38]=[CH:37][C:36]([C:22]2[CH:23]=[CH:24][C:19]([C:18]3[O:17][N:16]=[C:15]([CH3:26])[C:14]=3[NH:13][C:12]([O:11][CH:9]([C:3]3[CH:4]=[CH:5][C:6]([F:8])=[CH:7][C:2]=3[F:1])[CH3:10])=[O:27])=[CH:20][CH:21]=2)=[CH:35][CH:34]=1)[CH3:29], predict the reactants needed to synthesize it. The reactants are: [F:1][C:2]1[CH:7]=[C:6]([F:8])[CH:5]=[CH:4][C:3]=1[CH:9]([O:11][C:12](=[O:27])[NH:13][C:14]1[C:15]([CH3:26])=[N:16][O:17][C:18]=1[C:19]1[CH:24]=[CH:23][C:22](Br)=[CH:21][CH:20]=1)[CH3:10].[CH2:28]([O:30][C:31](=[O:48])[CH2:32][C:33]1[CH:38]=[CH:37][C:36](B2OC(C)(C)C(C)(C)O2)=[CH:35][CH:34]=1)[CH3:29]. (5) Given the product [Br:8][C:6]1[N:7]=[C:2]([NH:22][CH2:19][CH:14]2[CH2:13][O:12][C:11]([CH3:10])([CH3:18])[O:15]2)[C:3]([NH2:9])=[N:4][CH:5]=1, predict the reactants needed to synthesize it. The reactants are: Br[C:2]1[C:3]([NH2:9])=[N:4][CH:5]=[C:6]([Br:8])[N:7]=1.[CH3:10][C:11]1([CH3:18])[O:15][CH:14](NC)[CH2:13][O:12]1.[CH:19]([N:22](CC)C(C)C)(C)C.O1CCOCC1. (6) Given the product [F:28][C:27]([F:30])([F:29])[S:24]([O:6][C:1]1[CH2:5][CH2:4][CH2:3][CH:2]=1)(=[O:26])=[O:25], predict the reactants needed to synthesize it. The reactants are: [C:1]1(=[O:6])[CH2:5][CH2:4][CH2:3][CH2:2]1.C[Si]([N-][Si](C)(C)C)(C)C.[Li+].C1C=CC(N([S:24]([C:27]([F:30])([F:29])[F:28])(=[O:26])=[O:25])[S:24]([C:27]([F:30])([F:29])[F:28])(=[O:26])=[O:25])=CC=1.[Cl-].[NH4+]. (7) Given the product [CH3:38][O:37][C:35](=[O:36])[CH2:34][NH:28][C:25]1[CH:26]=[CH:27][C:22]([N:8]2[CH:9]=[C:10]([C:12]3[CH:17]=[CH:16][C:15]([S:18]([CH3:21])(=[O:20])=[O:19])=[CH:14][CH:13]=3)[N:11]=[C:7]2[CH2:6][C:5]2[CH:31]=[CH:32][C:2]([Br:1])=[CH:3][CH:4]=2)=[CH:23][CH:24]=1, predict the reactants needed to synthesize it. The reactants are: [Br:1][C:2]1[CH:32]=[CH:31][C:5]([CH2:6][C:7]2[N:8]([C:22]3[CH:27]=[CH:26][C:25]([N+:28]([O-])=O)=[CH:24][CH:23]=3)[CH:9]=[C:10]([C:12]3[CH:17]=[CH:16][C:15]([S:18]([CH3:21])(=[O:20])=[O:19])=[CH:14][CH:13]=3)[N:11]=2)=[CH:4][CH:3]=1.Br[CH2:34][C:35]([O:37][CH3:38])=[O:36].